Dataset: Peptide-MHC class II binding affinity with 134,281 pairs from IEDB. Task: Regression. Given a peptide amino acid sequence and an MHC pseudo amino acid sequence, predict their binding affinity value. This is MHC class II binding data. (1) The peptide sequence is AAAAAYEAAFAATVP. The MHC is HLA-DQA10501-DQB10201 with pseudo-sequence HLA-DQA10501-DQB10201. The binding affinity (normalized) is 0.654. (2) The peptide sequence is IPKGDFLTGPLNFTG. The MHC is DRB1_0401 with pseudo-sequence DRB1_0401. The binding affinity (normalized) is 0.358. (3) The peptide sequence is HEALNIALIAVSIIS. The MHC is H-2-IAb with pseudo-sequence H-2-IAb. The binding affinity (normalized) is 0.198. (4) The peptide sequence is KMIGGIGGFIKVRQYDQIPI. The MHC is HLA-DPA10301-DPB10402 with pseudo-sequence HLA-DPA10301-DPB10402. The binding affinity (normalized) is 0.210.